This data is from Reaction yield outcomes from USPTO patents with 853,638 reactions. The task is: Predict the reaction yield, written as a fraction of the theoretical maximum amount of product (1.0 means a 100% yield; for example, 0.34 means a 34% yield). (1) The reactants are [CH3:1][S:2][C:3]1[C:4]([C:8]2[CH:9]=[N:10][CH:11]=[CH:12][CH:13]=2)=[N:5][NH:6][CH:7]=1.C(SSC[C:15]1[CH:20]=[CH:19][CH:18]=[CH:17][CH:16]=1)[C:15]1[CH:20]=[CH:19][CH:18]=[CH:17][CH:16]=1.IC1C(C2C=NC=CC=2)=NNC=1. The catalyst is C(OCC)(=O)C. The product is [CH2:1]([S:2][C:3]1[C:4]([C:8]2[CH:9]=[N:10][CH:11]=[CH:12][CH:13]=2)=[N:5][NH:6][CH:7]=1)[C:15]1[CH:20]=[CH:19][CH:18]=[CH:17][CH:16]=1. The yield is 0.330. (2) The reactants are [NH2:1][C:2]1[CH:7]=[CH:6][CH:5]=[CH:4][C:3]=1[C:8]1[NH:9][C:10]2[C:15]([CH:16]=1)=[CH:14][CH:13]=[CH:12][CH:11]=2.[OH:17][C:18]1[CH:19]=[C:20]([CH:26]=[CH:27][C:28]=1[OH:29])[CH2:21][CH2:22][C:23](O)=[O:24]. No catalyst specified. The product is [OH:17][C:18]1[CH:19]=[C:20]([CH2:21][CH2:22][C:23]([NH:1][C:2]2[CH:7]=[CH:6][CH:5]=[CH:4][C:3]=2[C:8]2[NH:9][C:10]3[C:15]([CH:16]=2)=[CH:14][CH:13]=[CH:12][CH:11]=3)=[O:24])[CH:26]=[CH:27][C:28]=1[OH:29]. The yield is 0.190. (3) The reactants are N[C:2]1[CH:3]=[C:4]([C:8]2[C:9]([C:14]#[N:15])=[CH:10][CH:11]=[CH:12][CH:13]=2)[CH:5]=[CH:6][CH:7]=1.S(=O)(=O)(O)[OH:17].N([O-])=O.[Na+]. The catalyst is O1CCOCC1.O. The product is [OH:17][C:2]1[CH:3]=[C:4]([C:8]2[C:9]([C:14]#[N:15])=[CH:10][CH:11]=[CH:12][CH:13]=2)[CH:5]=[CH:6][CH:7]=1. The yield is 0.650. (4) The reactants are N([O-])=O.[Na+].[CH3:5][O:6][C:7]1[C:8]([N+:14]([O-:16])=[O:15])=[C:9](N)[CH:10]=[CH:11][CH:12]=1.C([O-])(O)=O.[Na+].[ClH:22]. The catalyst is O. The product is [Cl:22][C:9]1[CH:10]=[CH:11][CH:12]=[C:7]([O:6][CH3:5])[C:8]=1[N+:14]([O-:16])=[O:15]. The yield is 0.660. (5) The reactants are [N:1]1[C:10]2[C:5](=[CH:6][C:7]([C:11]([OH:13])=O)=[CH:8][CH:9]=2)[CH:4]=[CH:3][CH:2]=1.C(Cl)(=O)C(Cl)=O.CCN(C(C)C)C(C)C.Cl.[CH3:30][O:31][NH:32][CH3:33]. The catalyst is CN(C=O)C.C(Cl)Cl. The product is [CH3:30][O:31][N:32]([CH3:33])[C:11]([C:7]1[CH:6]=[C:5]2[C:10](=[CH:9][CH:8]=1)[N:1]=[CH:2][CH:3]=[CH:4]2)=[O:13]. The yield is 0.952. (6) The reactants are [OH:1][C:2]([C:4]([F:7])([F:6])[F:5])=[O:3].[Cl:8][C:9]1[CH:14]=[CH:13][C:12]([CH2:15][C@H:16]([NH:31]C(=O)OC(C)(C)C)[C:17](=[O:30])[NH:18][C:19]2[O:23][N:22]=[C:21]([C:24]3[CH:29]=[CH:28][N:27]=[CH:26][CH:25]=3)[CH:20]=2)=[CH:11][CH:10]=1.C(O)(C(F)(F)F)=O. The catalyst is C(Cl)Cl. The product is [OH:3][C:2]([C:4]([F:7])([F:6])[F:5])=[O:1].[NH2:31][C@@H:16]([CH2:15][C:12]1[CH:11]=[CH:10][C:9]([Cl:8])=[CH:14][CH:13]=1)[C:17]([NH:18][C:19]1[O:23][N:22]=[C:21]([C:24]2[CH:25]=[CH:26][N:27]=[CH:28][CH:29]=2)[CH:20]=1)=[O:30]. The yield is 1.00. (7) The reactants are [CH3:1][O:2][C:3]([C:5]1[S:6][C:7]([Br:27])=[CH:8][C:9]=1[N:10]([C:18]([C@H:20]1[CH2:25][CH2:24][C@H:23]([CH3:26])[CH2:22][CH2:21]1)=[O:19])[CH:11]1[CH2:16][CH2:15][C:14](=[O:17])[CH2:13][CH2:12]1)=[O:4].[BH4-].[Na+].CCCCCC.CCOC(C)=O.Cl. The catalyst is CO. The product is [CH3:1][O:2][C:3]([C:5]1[S:6][C:7]([Br:27])=[CH:8][C:9]=1[N:10]([C@H:11]1[CH2:12][CH2:13][C@H:14]([OH:17])[CH2:15][CH2:16]1)[C:18]([C@H:20]1[CH2:21][CH2:22][C@H:23]([CH3:26])[CH2:24][CH2:25]1)=[O:19])=[O:4]. The yield is 0.770. (8) The reactants are Br[C:2]1[CH:3]=[C:4]2[C:9](=[CH:10][CH:11]=1)[N:8]=[CH:7][N:6]=[C:5]2[C:12]1[CH:13]=[CH:14][C:15]([CH3:29])=[C:16]([CH:28]=1)[C:17]([N:19]1[CH2:24][CH2:23][N:22]([C:25](=[O:27])[CH3:26])[CH2:21][CH2:20]1)=[O:18].[CH3:30][O:31][C:32]1[N:37]=[CH:36][C:35](B(O)O)=[CH:34][CH:33]=1.[O-]P([O-])([O-])=O.[K+].[K+].[K+]. The catalyst is Cl[Pd](Cl)([P](C1C=CC=CC=1)(C1C=CC=CC=1)C1C=CC=CC=1)[P](C1C=CC=CC=1)(C1C=CC=CC=1)C1C=CC=CC=1. The product is [CH3:30][O:31][C:32]1[N:37]=[CH:36][C:35]([C:2]2[CH:3]=[C:4]3[C:9](=[CH:10][CH:11]=2)[N:8]=[CH:7][N:6]=[C:5]3[C:12]2[CH:13]=[CH:14][C:15]([CH3:29])=[C:16]([CH:28]=2)[C:17]([N:19]2[CH2:24][CH2:23][N:22]([C:25](=[O:27])[CH3:26])[CH2:21][CH2:20]2)=[O:18])=[CH:34][CH:33]=1. The yield is 0.600. (9) The reactants are [C:1]([O:5][C:6]([N:8]1[CH2:13][CH:12]=[C:11](OS(C(F)(F)F)(=O)=O)[CH2:10][CH2:9]1)=[O:7])([CH3:4])([CH3:3])[CH3:2].CC1(C)C(C)(C)CB([C:30]2[CH:35]=[CH:34][C:33]([N+:36]([O-:38])=[O:37])=[C:32]([CH3:39])[CH:31]=2)C1.[Li+].[Cl-].C([O-])([O-])=O.[Na+].[Na+]. The catalyst is C1(C)C=CC=CC=1.O.C1C=CC([P]([Pd]([P](C2C=CC=CC=2)(C2C=CC=CC=2)C2C=CC=CC=2)([P](C2C=CC=CC=2)(C2C=CC=CC=2)C2C=CC=CC=2)[P](C2C=CC=CC=2)(C2C=CC=CC=2)C2C=CC=CC=2)(C2C=CC=CC=2)C2C=CC=CC=2)=CC=1. The product is [C:1]([O:5][C:6]([N:8]1[CH2:13][CH:12]=[C:11]([C:30]2[CH:35]=[CH:34][C:33]([N+:36]([O-:38])=[O:37])=[C:32]([CH3:39])[CH:31]=2)[CH2:10][CH2:9]1)=[O:7])([CH3:4])([CH3:3])[CH3:2]. The yield is 0.540.